Dataset: Forward reaction prediction with 1.9M reactions from USPTO patents (1976-2016). Task: Predict the product of the given reaction. Given the reactants CN(C)C=O.[H-].[Na+].[Br:8][C:9]1[CH:14]=[CH:13][C:12]([C:15]2([CH2:18][OH:19])[CH2:17][CH2:16]2)=[CH:11][CH:10]=1.[CH2:20](Br)[C:21]1[CH:26]=[CH:25][CH:24]=[CH:23][CH:22]=1, predict the reaction product. The product is: [Br:8][C:9]1[CH:10]=[CH:11][C:12]([C:15]2([CH2:18][O:19][CH2:20][C:21]3[CH:26]=[CH:25][CH:24]=[CH:23][CH:22]=3)[CH2:16][CH2:17]2)=[CH:13][CH:14]=1.